This data is from Reaction yield outcomes from USPTO patents with 853,638 reactions. The task is: Predict the reaction yield, written as a fraction of the theoretical maximum amount of product (1.0 means a 100% yield; for example, 0.34 means a 34% yield). (1) The reactants are [CH2:1]([N:6]1[C:27]2[C:22](=[CH:23][CH:24]=[CH:25][CH:26]=2)[C:8]2([CH2:20]C[C:18](=[O:21])[C:17]3[C:9]2=[CH:10][C:11]2[O:15][CH2:14][O:13][C:12]=2[CH:16]=3)[C:7]1=[O:28])[CH2:2][CH2:3][CH2:4][CH3:5].[BH4-].[Na+].O. The catalyst is CO. The product is [OH:21][CH:18]1[C:17]2[C:9](=[CH:10][C:11]3[O:15][CH2:14][O:13][C:12]=3[CH:16]=2)[C:8]2([C:22]3[C:27](=[CH:26][CH:25]=[CH:24][CH:23]=3)[N:6]([CH2:1][CH2:2][CH2:3][CH2:4][CH3:5])[C:7]2=[O:28])[CH2:20]1. The yield is 0.900. (2) The reactants are [NH2:1][C:2]1[N:10]=[C:9]2[C:5]([NH:6][C:7](=[O:11])[NH:8]2)=[C:4]([Cl:12])[N:3]=1.C([O-])([O-])=O.[Cs+].[Cs+].Br[C:20]1[CH:21]=[C:22]([CH:25]=[CH:26][C:27]=1[N+:28]([O-:30])=[O:29])[C:23]#[N:24].CC1(C)C2C(=C(P(C3C=CC=CC=3)C3C=CC=CC=3)C=CC=2)OC2C(P(C3C=CC=CC=3)C3C=CC=CC=3)=CC=CC1=2. The catalyst is C1C=CC(/C=C/C(/C=C/C2C=CC=CC=2)=O)=CC=1.C1C=CC(/C=C/C(/C=C/C2C=CC=CC=2)=O)=CC=1.C1C=CC(/C=C/C(/C=C/C2C=CC=CC=2)=O)=CC=1.[Pd].[Pd].C(O)C.O1CCOCC1. The product is [Cl:12][C:4]1[N:3]=[C:2]([NH:1][C:26]2[CH:25]=[C:22]([CH:21]=[CH:20][C:27]=2[N+:28]([O-:30])=[O:29])[C:23]#[N:24])[N:10]=[C:9]2[C:5]=1[NH:6][C:7](=[O:11])[NH:8]2. The yield is 0.460.